The task is: Predict the reactants needed to synthesize the given product.. This data is from Full USPTO retrosynthesis dataset with 1.9M reactions from patents (1976-2016). (1) Given the product [CH3:21][C:22]([O:7][C:6]([NH:5][CH2:9][CH2:10][C:11]1[C:12]([CH3:20])=[C:13]([O:18][CH3:19])[CH:14]=[CH:15][C:16]=1/[CH:52]=[CH:51]/[C:50]([O:54][CH2:55][CH2:56][CH2:57][CH3:58])=[O:53])=[O:8])([CH3:27])[CH3:23], predict the reactants needed to synthesize it. The reactants are: CC([N:5]([CH2:9][CH2:10][C:11]1[C:16](Br)=[CH:15][CH:14]=[C:13]([O:18][CH3:19])[C:12]=1[CH3:20])[C:6](=[O:8])[O-:7])(C)C.[CH3:21][C:22]1[CH:27]=CC=C[C:23]=1P([C:23]1C=CC=[CH:27][C:22]=1[CH3:21])[C:23]1C=CC=[CH:27][C:22]=1[CH3:21].C(N(CC)CC)C.[C:50]([O:54][CH2:55][CH2:56][CH2:57][CH3:58])(=[O:53])[CH:51]=[CH2:52]. (2) Given the product [CH:25]([O:5][CH:6]([CH3:7])[CH3:8])([CH3:26])[CH3:30].[CH3:18][C:2]1([CH3:1])[C:6]([CH3:7])([CH3:8])[O:5][B:4]([C:9]2[CH:10]=[CH:11][C:12]([C:13]([N:19]3[CH2:24][CH2:23][O:22][CH2:21][CH2:20]3)=[O:15])=[CH:16][CH:17]=2)[O:3]1, predict the reactants needed to synthesize it. The reactants are: [CH3:1][C:2]1([CH3:18])[C:6]([CH3:8])([CH3:7])[O:5][B:4]([C:9]2[CH:17]=[CH:16][C:12]([C:13]([OH:15])=O)=[CH:11][CH:10]=2)[O:3]1.[NH:19]1[CH2:24][CH2:23][O:22][CH2:21][CH2:20]1.[CH:25]1[CH:26]=CC2N(O)N=NC=2[CH:30]=1.CCN=C=NCCCN(C)C.Cl.C(N(CC)CC)C. (3) Given the product [N+:1]([CH2:4][C@H:5]1[CH2:10][CH2:9][CH2:8][C:7](=[O:11])[CH2:6]1)([O-:3])=[O:2].[N+:1]([CH2:4][C@H:5]1[CH2:10][CH2:9][CH2:8][C:7]2([O:15][CH2:12][CH2:13][O:14]2)[CH2:6]1)([O-:3])=[O:2], predict the reactants needed to synthesize it. The reactants are: [N+:1]([CH2:4][C@H:5]1[CH2:10][CH2:9][CH2:8][C:7](=[O:11])[CH2:6]1)([O-:3])=[O:2].[CH2:12]([OH:15])[CH2:13][OH:14].Cl.